From a dataset of Catalyst prediction with 721,799 reactions and 888 catalyst types from USPTO. Predict which catalyst facilitates the given reaction. (1) Reactant: [C:1]1([N:7]([C:16]2[CH:21]=[CH:20][CH:19]=[CH:18][CH:17]=2)[C:8]2[CH:15]=[CH:14][C:11]([CH:12]=O)=[CH:10][CH:9]=2)[CH:6]=[CH:5][CH:4]=[CH:3][CH:2]=1.[C:22]1([NH:28][NH2:29])[CH:27]=[CH:26][CH:25]=[CH:24][CH:23]=1. Product: [C:22]1([NH:28][N:29]=[CH:12][C:11]2[CH:14]=[CH:15][C:8]([N:7]([C:16]3[CH:21]=[CH:20][CH:19]=[CH:18][CH:17]=3)[C:1]3[CH:2]=[CH:3][CH:4]=[CH:5][CH:6]=3)=[CH:9][CH:10]=2)[CH:27]=[CH:26][CH:25]=[CH:24][CH:23]=1. The catalyst class is: 5. (2) Product: [CH:1]1([CH2:6][CH:7]([N:11]2[C:19]3[C:14](=[CH:15][CH:16]=[CH:17][CH:18]=3)[CH2:13][C:12]2=[O:20])[C:8]([NH:48][C:49]2[CH:53]=[CH:52][N:51]([CH2:54][C:55]([OH:57])([CH3:56])[CH3:58])[N:50]=2)=[O:10])[CH2:2][CH2:3][CH2:4][CH2:5]1. Reactant: [CH:1]1([CH2:6][CH:7]([N:11]2[C:19]3[C:14](=[CH:15][CH:16]=[CH:17][CH:18]=3)[CH2:13][C:12]2=[O:20])[C:8]([OH:10])=O)[CH2:5][CH2:4][CH2:3][CH2:2]1.F[P-](F)(F)(F)(F)F.N1(O[P+](N(C)C)(N(C)C)N(C)C)C2C=CC=CC=2N=N1.[NH2:48][C:49]1[CH:53]=[CH:52][N:51]([CH2:54][C:55]([CH3:58])([OH:57])[CH3:56])[N:50]=1.C(N(CC)C(C)C)(C)C. The catalyst class is: 34. (3) The catalyst class is: 238. Reactant: Cl[C:2]1[N:7]=[C:6]([S:8][CH2:9][CH3:10])[C:5]([C:11]([NH:13][CH2:14][C:15]2[CH:20]=[CH:19][CH:18]=[C:17]([F:21])[CH:16]=2)=[O:12])=[C:4]([CH3:22])[CH:3]=1.[NH:23]1[CH2:28][CH2:27][O:26][CH2:25][CH2:24]1. Product: [CH2:9]([S:8][C:6]1[C:5]([C:11]([NH:13][CH2:14][C:15]2[CH:20]=[CH:19][CH:18]=[C:17]([F:21])[CH:16]=2)=[O:12])=[C:4]([CH3:22])[CH:3]=[C:2]([N:23]2[CH2:28][CH2:27][O:26][CH2:25][CH2:24]2)[N:7]=1)[CH3:10]. (4) Reactant: [CH3:1][S-:2].[Na+].Cl[C:5]1[C:10]([NH:11][C:12](=[O:23])[CH2:13][N:14]2[CH2:19][CH2:18][N:17]([CH2:20][CH2:21][OH:22])[CH2:16][CH2:15]2)=[C:9](Cl)[CH:8]=[C:7]([CH3:25])[N:6]=1.C1OCCOCCOCCOCCOCCOC1.C(Cl)(Cl)Cl.C[S:49]([CH3:51])=O. Product: [OH:22][CH2:21][CH2:20][N:17]1[CH2:18][CH2:19][N:14]([CH2:13][C:12]([NH:11][C:10]2[C:5]([S:49][CH3:51])=[N:6][C:7]([CH3:25])=[CH:8][C:9]=2[S:2][CH3:1])=[O:23])[CH2:15][CH2:16]1. The catalyst class is: 6. (5) Reactant: [CH3:1][C:2]1([CH3:18])[O:7][C:6](=[O:8])[NH:5][C:4]2[CH:9]=[CH:10][C:11]([C:13]3[NH:14][CH:15]=[CH:16][CH:17]=3)=[CH:12][C:3]1=2.[C:19](=O)([O-])[O-].[K+].[K+].CI.O. Product: [CH3:1][C:2]1([CH3:18])[O:7][C:6](=[O:8])[NH:5][C:4]2[CH:9]=[CH:10][C:11]([C:13]3[N:14]([CH3:19])[CH:15]=[CH:16][CH:17]=3)=[CH:12][C:3]1=2. The catalyst class is: 9. (6) Reactant: [F:1][C:2]1[CH:7]=[CH:6][C:5]([C@H:8]([NH:10][C:11]([C@H:13]2[CH2:18][CH2:17][C@H:16]([NH:19][S:20]([C:23]3[CH:24]=[N:25][C:26](Cl)=[C:27]([Br:29])[CH:28]=3)(=[O:22])=[O:21])[CH2:15][CH2:14]2)=[O:12])[CH3:9])=[CH:4][CH:3]=1.C[CH2:32][N:33](C(C)C)[CH:34](C)C.CNC.C1COCC1. Product: [F:1][C:2]1[CH:7]=[CH:6][C:5]([C@H:8]([NH:10][C:11]([C@H:13]2[CH2:18][CH2:17][C@H:16]([NH:19][S:20]([C:23]3[CH:24]=[N:25][C:26]([N:33]([CH3:34])[CH3:32])=[C:27]([Br:29])[CH:28]=3)(=[O:22])=[O:21])[CH2:15][CH2:14]2)=[O:12])[CH3:9])=[CH:4][CH:3]=1. The catalyst class is: 296. (7) Reactant: Br[CH:2]([CH3:14])[C:3]([C:5]1[CH:10]=[CH:9][C:8]([N+:11]([O-:13])=[O:12])=[CH:7][CH:6]=1)=O.[N:15]1[CH:20]=[CH:19][CH:18]=[CH:17][C:16]=1[C:21](=[S:23])[NH2:22]. Product: [CH3:14][C:2]1[S:23][C:21]([C:16]2[CH:17]=[CH:18][CH:19]=[CH:20][N:15]=2)=[N:22][C:3]=1[C:5]1[CH:10]=[CH:9][C:8]([N+:11]([O-:13])=[O:12])=[CH:7][CH:6]=1. The catalyst class is: 14.